Dataset: TCR-epitope binding with 47,182 pairs between 192 epitopes and 23,139 TCRs. Task: Binary Classification. Given a T-cell receptor sequence (or CDR3 region) and an epitope sequence, predict whether binding occurs between them. The epitope is AVFDRKSDAK. The TCR CDR3 sequence is CASSTTRMDTQYF. Result: 1 (the TCR binds to the epitope).